This data is from Full USPTO retrosynthesis dataset with 1.9M reactions from patents (1976-2016). The task is: Predict the reactants needed to synthesize the given product. (1) Given the product [CH:47]1([CH2:46][CH2:45][C:37]2[N:36]([C:33]3[CH:34]=[CH:35][C:30]([CH2:29][CH2:28][NH:27][CH2:26][C@H:25]([OH:52])[CH2:24][O:23][C:22]4[CH:53]=[CH:54][C:19]([OH:18])=[CH:20][CH:21]=4)=[CH:31][CH:32]=3)[C:40]3=[N:41][CH:42]=[CH:43][CH:44]=[C:39]3[N:38]=2)[CH2:48][CH2:49][CH2:50][CH2:51]1, predict the reactants needed to synthesize it. The reactants are: [Si]([O:18][C:19]1[CH:54]=[CH:53][C:22]([O:23][CH2:24][C@@H:25]([OH:52])[CH2:26][NH:27][CH2:28][CH2:29][C:30]2[CH:35]=[CH:34][C:33]([N:36]3[C:40]4=[N:41][CH:42]=[CH:43][CH:44]=[C:39]4[N:38]=[C:37]3[CH2:45][CH2:46][CH:47]3[CH2:51][CH2:50][CH2:49][CH2:48]3)=[CH:32][CH:31]=2)=[CH:21][CH:20]=1)(C(C)(C)C)(C1C=CC=CC=1)C1C=CC=CC=1. (2) Given the product [Cl:19][C:11]1[C:10]([C:14]([OH:16])=[O:15])=[N:9][N:8]([C:4]2[CH:3]=[C:2]([I:1])[CH:7]=[CH:6][N:5]=2)[C:12]=1[CH3:13], predict the reactants needed to synthesize it. The reactants are: [I:1][C:2]1[CH:7]=[CH:6][N:5]=[C:4]([N:8]2[C:12]([CH3:13])=[CH:11][C:10]([C:14]([O:16]CC)=[O:15])=[N:9]2)[CH:3]=1.[Cl:19]N1C(=O)CCC1=O.